From a dataset of Peptide-MHC class I binding affinity with 185,985 pairs from IEDB/IMGT. Regression. Given a peptide amino acid sequence and an MHC pseudo amino acid sequence, predict their binding affinity value. This is MHC class I binding data. (1) The peptide sequence is WPAPQGSRSL. The MHC is HLA-A26:01 with pseudo-sequence HLA-A26:01. The binding affinity (normalized) is 0. (2) The peptide sequence is FSMQGAWAKV. The MHC is HLA-A02:01 with pseudo-sequence HLA-A02:01. The binding affinity (normalized) is 0.537. (3) The peptide sequence is FVMPIFEQI. The MHC is HLA-A11:01 with pseudo-sequence HLA-A11:01. The binding affinity (normalized) is 0.213. (4) The peptide sequence is WRRRWQQLLAL. The MHC is HLA-B27:05 with pseudo-sequence HLA-B27:05. The binding affinity (normalized) is 0.761. (5) The peptide sequence is ATPHSVWVF. The MHC is HLA-A80:01 with pseudo-sequence HLA-A80:01. The binding affinity (normalized) is 0.0847.